Dataset: Full USPTO retrosynthesis dataset with 1.9M reactions from patents (1976-2016). Task: Predict the reactants needed to synthesize the given product. (1) Given the product [F:19][C:18]([F:21])([F:20])[O:17][C:13]1[CH:12]=[C:11]([N:8]2[C:6]3=[N:7][C:2]([NH2:23])=[CH:3][CH:4]=[C:5]3[N:10]=[N:9]2)[CH:16]=[CH:15][CH:14]=1, predict the reactants needed to synthesize it. The reactants are: Cl[C:2]1[N:7]=[C:6]2[N:8]([C:11]3[CH:16]=[CH:15][CH:14]=[C:13]([O:17][C:18]([F:21])([F:20])[F:19])[CH:12]=3)[N:9]=[N:10][C:5]2=[CH:4][CH:3]=1.Cl.[NH2:23]C1CCOCC1.C(N(CC)CC)C. (2) The reactants are: CN(C)C=O.[CH3:6][C:7]([CH3:14])([CH2:12][OH:13])[C:8]([O:10][CH3:11])=[O:9].[H-].[Na+].[CH2:17](Br)[C:18]#[CH:19]. Given the product [CH3:6][C:7]([CH3:14])([CH2:12][O:13][CH2:19][C:18]#[CH:17])[C:8]([O:10][CH3:11])=[O:9], predict the reactants needed to synthesize it. (3) Given the product [CH2:12]([O:1][C:2]([CH3:8])([CH3:7])[C:3]([O:5][CH3:6])=[O:4])[C:13]#[C:14][CH3:15], predict the reactants needed to synthesize it. The reactants are: [OH:1][C:2]([CH3:8])([CH3:7])[C:3]([O:5][CH3:6])=[O:4].[H-].[Na+].Br[CH2:12][C:13]#[C:14][CH3:15].O.